The task is: Predict the reactants needed to synthesize the given product.. This data is from Full USPTO retrosynthesis dataset with 1.9M reactions from patents (1976-2016). (1) Given the product [Br:7][C:8]1[CH:13]=[C:12]([CH2:14][S:15]([CH3:16])(=[O:1])=[O:20])[C:11]([F:17])=[CH:10][C:9]=1[O:18][CH3:19], predict the reactants needed to synthesize it. The reactants are: [OH:1]OS([O-])=O.[K+].[Br:7][C:8]1[CH:13]=[C:12]([CH2:14][S:15][CH3:16])[C:11]([F:17])=[CH:10][C:9]=1[O:18][CH3:19].[OH2:20]. (2) Given the product [Cl:17][C:14]1[CH:15]=[C:16]2[NH:8][C:9](=[O:32])[C:10]3([CH:18]([C:19]4[CH:24]=[C:23]([Cl:25])[CH:22]=[CH:21][C:20]=4[O:26][CH2:27][S:28]([CH3:31])(=[O:30])=[O:29])[CH2:43][C:42](=[O:44])[NH:41][CH:40]3[C:38]3[CH:39]=[C:34]([F:33])[CH:35]=[CH:36][C:37]=3[CH3:49])[C:11]2=[CH:12][CH:13]=1, predict the reactants needed to synthesize it. The reactants are: C(OC([N:8]1[C:16]2[C:11](=[CH:12][CH:13]=[C:14]([Cl:17])[CH:15]=2)/[C:10](=[CH:18]/[C:19]2[CH:24]=[C:23]([Cl:25])[CH:22]=[CH:21][C:20]=2[O:26][CH2:27][S:28]([CH3:31])(=[O:30])=[O:29])/[C:9]1=[O:32])=O)(C)(C)C.[F:33][C:34]1[CH:35]=[CH:36][C:37]([CH3:49])=[C:38]([CH:40]=[N:41][C:42]([O:44][Si](C)(C)C)=[CH2:43])[CH:39]=1. (3) Given the product [C:1]([O:5][C:6]([N:8]1[CH2:11][CH:10]([N:12]2[CH2:19][CH2:18][S:15](=[O:17])(=[O:16])[CH2:13][CH2:14]2)[CH2:9]1)=[O:7])([CH3:4])([CH3:2])[CH3:3], predict the reactants needed to synthesize it. The reactants are: [C:1]([O:5][C:6]([N:8]1[CH2:11][CH:10]([NH2:12])[CH2:9]1)=[O:7])([CH3:4])([CH3:3])[CH3:2].[CH:13]([S:15]([CH:18]=[CH2:19])(=[O:17])=[O:16])=[CH2:14]. (4) The reactants are: [CH2:1]([O:3][C:4]([C:6]1[NH:7][CH:8]=[CH:9][C:10]=1[NH2:11])=[O:5])[CH3:2].[NH:12]1[C:16]2[CH:17]=[CH:18][CH:19]=[CH:20][C:15]=2[N:14]=[C:13]1[CH:21]=O.[BH3-]C#N.[Na+].CC(O)=O. Given the product [NH:12]1[C:16]2[CH:17]=[CH:18][CH:19]=[CH:20][C:15]=2[N:14]=[C:13]1[CH2:21][NH:11][C:10]1[CH:9]=[CH:8][NH:7][C:6]=1[C:4]([O:3][CH2:1][CH3:2])=[O:5], predict the reactants needed to synthesize it. (5) Given the product [C:14]([O-:26])(=[O:25])[CH2:15][C:16]([CH2:21][C:22]([O-:24])=[O:23])([C:18]([O-:20])=[O:19])[OH:17].[Ce+3:9], predict the reactants needed to synthesize it. The reactants are: O.O.O.O.O.O.O.[Cl-].[Ce+3:9].[Cl-].[Cl-].O.O.[C:14]([O-:26])(=[O:25])[CH2:15][C:16]([CH2:21][C:22]([O-:24])=[O:23])([C:18]([O-:20])=[O:19])[OH:17].[Na+].[Na+].[Na+]. (6) Given the product [NH2:7][CH:8]([CH3:9])[C:10]([NH:11][CH:12]([C:16]([N:18]1[CH2:22][CH2:21][CH2:20][CH:19]1[CH2:23][C:24]1[C:28]2[CH:29]=[C:30]([O:33][CH3:34])[CH:31]=[CH:32][C:27]=2[O:26][CH:25]=1)=[O:17])[CH:13]([CH3:15])[CH3:14])=[O:35], predict the reactants needed to synthesize it. The reactants are: C(OC(=O)[NH:7][CH:8]([C:10](=[O:35])[NH:11][CH:12]([C:16]([N:18]1[CH2:22][CH2:21][CH2:20][CH:19]1[CH2:23][C:24]1[C:28]2[CH:29]=[C:30]([O:33][CH3:34])[CH:31]=[CH:32][C:27]=2[O:26][CH:25]=1)=[O:17])[CH:13]([CH3:15])[CH3:14])[CH3:9])(C)(C)C.C(O)(C(F)(F)F)=O. (7) Given the product [OH:4][CH:3]([CH2:18][CH:17]=[CH2:16])[C@@H:2]([NH:5][C:6](=[O:15])[O:7][CH2:8][C:9]1[CH:14]=[CH:13][CH:12]=[CH:11][CH:10]=1)[CH3:1], predict the reactants needed to synthesize it. The reactants are: [CH3:1][C@H:2]([NH:5][C:6](=[O:15])[O:7][CH2:8][C:9]1[CH:14]=[CH:13][CH:12]=[CH:11][CH:10]=1)[CH:3]=[O:4].[CH2:16]([Mg]Br)[CH:17]=[CH2:18].O. (8) Given the product [N:17]1[CH:22]=[CH:21][N:20]=[CH:19][C:18]=1[C:23]1[N:9]2[CH2:8][CH2:7][N:6]([C:10]([O:12][C:13]([CH3:14])([CH3:15])[CH3:16])=[O:11])[CH2:5][C:4]2=[N:26][N:25]=1, predict the reactants needed to synthesize it. The reactants are: C(O[C:4]1[CH2:5][N:6]([C:10]([O:12][C:13]([CH3:16])([CH3:15])[CH3:14])=[O:11])[CH2:7][CH2:8][N:9]=1)C.[N:17]1[CH:22]=[CH:21][N:20]=[CH:19][C:18]=1[C:23]([NH:25][NH2:26])=O.